From a dataset of Forward reaction prediction with 1.9M reactions from USPTO patents (1976-2016). Predict the product of the given reaction. (1) Given the reactants [CH2:1]([O:3][C:4]([C:6]1[C:7]([CH3:14])=[N:8][C:9](Cl)=[C:10]([Br:12])[CH:11]=1)=[O:5])[CH3:2].[OH:15][CH2:16][CH:17]1[CH2:19][CH2:18]1.C1CCN2C(=NCCC2)CC1, predict the reaction product. The product is: [CH2:1]([O:3][C:4](=[O:5])[C:6]1[CH:11]=[C:10]([Br:12])[C:9]([O:15][CH2:16][CH:17]2[CH2:19][CH2:18]2)=[N:8][C:7]=1[CH3:14])[CH3:2]. (2) The product is: [CH2:1]([C:3]1[C:8](=[O:9])[N:7]([CH2:10][CH2:11][C:12]2[CH:17]=[CH:16][CH:15]=[C:14]([F:18])[CH:13]=2)[C:6]([C:19]2[CH:24]=[CH:23][CH:22]=[CH:21][C:20]=2[O:25][CH3:26])=[N:5][C:33]=1[C:32]([OH:35])=[O:29])[CH3:2]. Given the reactants [CH2:1]([C:3]1[C:8](=[O:9])[N:7]([CH2:10][CH2:11][C:12]2[CH:17]=[CH:16][CH:15]=[C:14]([F:18])[CH:13]=2)[C:6]([C:19]2[CH:24]=[CH:23][CH:22]=[CH:21][C:20]=2[O:25][CH3:26])=[N:5]C=1C#N)[CH3:2].[OH-:29].[K+].Cl.[CH2:32]([OH:35])[CH2:33]O, predict the reaction product. (3) Given the reactants Br[C:2]1[CH:7]=[CH:6][C:5]([C:8]2[C:12]3[CH2:13][C:14]4[S:15][CH:16]=[CH:17][C:18]=4[C:11]=3[N:10]([CH2:19][O:20][CH2:21][CH2:22][Si:23]([CH3:26])([CH3:25])[CH3:24])[N:9]=2)=[CH:4][CH:3]=1.[F:27][C:28]1[CH:33]=[CH:32][C:31]([NH2:34])=[CH:30][CH:29]=1.C([O-])([O-])=O.[Cs+].[Cs+].CC1(C)C2C(=C(P(C3C=CC=CC=3)C3C=CC=CC=3)C=CC=2)OC2C(P(C3C=CC=CC=3)C3C=CC=CC=3)=CC=CC1=2, predict the reaction product. The product is: [F:27][C:28]1[CH:33]=[CH:32][C:31]([NH:34][C:2]2[CH:7]=[CH:6][C:5]([C:8]3[C:12]4[CH2:13][C:14]5[S:15][CH:16]=[CH:17][C:18]=5[C:11]=4[N:10]([CH2:19][O:20][CH2:21][CH2:22][Si:23]([CH3:26])([CH3:25])[CH3:24])[N:9]=3)=[CH:4][CH:3]=2)=[CH:30][CH:29]=1. (4) Given the reactants Br[C:2]1[CH:7]=[CH:6][C:5]([OH:8])=[CH:4][C:3]=1[O:9][CH3:10].[B:11]1([B:11]2[O:15][C:14]([CH3:17])([CH3:16])[C:13]([CH3:19])([CH3:18])[O:12]2)[O:15][C:14]([CH3:17])([CH3:16])[C:13]([CH3:19])([CH3:18])[O:12]1.C([O-])(=O)C.[K+], predict the reaction product. The product is: [CH3:10][O:9][C:3]1[CH:4]=[C:5]([OH:8])[CH:6]=[CH:7][C:2]=1[B:11]1[O:15][C:14]([CH3:17])([CH3:16])[C:13]([CH3:19])([CH3:18])[O:12]1. (5) Given the reactants [CH:1]1([C:4]2[CH:5]=[N:6][C:7]([NH:14][C:15]3[CH:23]=[C:22]4[C:18]([C:19]([C:25]5[CH:30]=[CH:29][CH:28]=[CH:27][CH:26]=5)=[CH:20][N:21]4[CH3:24])=[CH:17][CH:16]=3)=[C:8]([CH:13]=2)[C:9]([O:11]C)=[O:10])[CH2:3][CH2:2]1.[OH-].[Na+].O.Cl, predict the reaction product. The product is: [CH:1]1([C:4]2[CH:5]=[N:6][C:7]([NH:14][C:15]3[CH:23]=[C:22]4[C:18]([C:19]([C:25]5[CH:26]=[CH:27][CH:28]=[CH:29][CH:30]=5)=[CH:20][N:21]4[CH3:24])=[CH:17][CH:16]=3)=[C:8]([CH:13]=2)[C:9]([OH:11])=[O:10])[CH2:3][CH2:2]1.